This data is from Catalyst prediction with 721,799 reactions and 888 catalyst types from USPTO. The task is: Predict which catalyst facilitates the given reaction. (1) Reactant: [O:1]1[C:5]([C:6]([OH:8])=O)=[CH:4][CH:3]=[N:2]1.C(N1C=CN=C1)(N1C=CN=C1)=O.[O:21]=[C:22]1[N:26]([C:27]2[CH:32]=[CH:31][C:30]([CH:33]3[CH2:38][CH2:37][NH:36][CH2:35][CH2:34]3)=[C:29]([F:39])[CH:28]=2)[CH2:25][C@H:24]([CH2:40][NH:41][C:42](=[O:44])[CH3:43])[O:23]1. Product: [O:1]1[C:5]([C:6]([N:36]2[CH2:37][CH2:38][CH:33]([C:30]3[CH:31]=[CH:32][C:27]([N:26]4[CH2:25][C@H:24]([CH2:40][NH:41][C:42](=[O:44])[CH3:43])[O:23][C:22]4=[O:21])=[CH:28][C:29]=3[F:39])[CH2:34][CH2:35]2)=[O:8])=[CH:4][CH:3]=[N:2]1. The catalyst class is: 7. (2) Reactant: [Br:1][CH2:2][C:3]([C:5]1[CH:14]=[CH:13][C:12]2[C:7](=[CH:8][CH:9]=[CH:10][CH:11]=2)[CH:6]=1)=O.[NH:15]1[CH2:19][CH2:18][NH:17][C:16]1=[S:20].CC(O)=O. Product: [BrH:1].[CH:6]1[C:7]2[C:12](=[CH:11][CH:10]=[CH:9][CH:8]=2)[CH:13]=[CH:14][C:5]=1[C:3]1[N:17]2[CH2:18][CH2:19][N:15]=[C:16]2[S:20][CH:2]=1. The catalyst class is: 14. (3) Reactant: [C:1]([O:5][C:6](=[O:20])[C:7]([CH3:19])([O:9][C:10]1[CH:18]=[CH:17][C:13]([C:14]([OH:16])=[O:15])=[CH:12][CH:11]=1)[CH3:8])([CH3:4])([CH3:3])[CH3:2].[C:21]([C:25]1[CH:38]=[CH:37][C:28]([CH2:29][N:30]2[CH:34]=[C:33]([CH2:35]O)[N:32]=[N:31]2)=[CH:27][CH:26]=1)([CH3:24])([CH3:23])[CH3:22].C1(N=C=NC2CCCCC2)CCCCC1. Product: [C:1]([O:5][C:6](=[O:20])[C:7]([CH3:8])([O:9][C:10]1[CH:11]=[CH:12][C:13]([C:14]([O:16][CH2:35][C:33]2[N:32]=[N:31][N:30]([CH2:29][C:28]3[CH:37]=[CH:38][C:25]([C:21]([CH3:24])([CH3:23])[CH3:22])=[CH:26][CH:27]=3)[CH:34]=2)=[O:15])=[CH:17][CH:18]=1)[CH3:19])([CH3:2])([CH3:3])[CH3:4]. The catalyst class is: 119. (4) Product: [CH2:24]([C:17]1[CH:18]=[CH:19][CH:20]=[C:21]([CH2:22][CH3:23])[C:16]=1[C:6]1[N:7]([CH:34]=[O:35])[C:8]([Cl:14])=[C:9]([CH:10]([O:12][CH3:13])[CH3:11])[N:5]=1)[CH3:25]. The catalyst class is: 1. Reactant: COCC[N:5]1[C:9]([CH:10]([O:12][CH3:13])[CH3:11])=[C:8]([Cl:14])[N:7](Cl)[CH:6]1[C:16]1[C:21]([CH2:22][CH3:23])=[CH:20][CH:19]=[CH:18][C:17]=1[CH2:24][CH3:25].[Li]CCCC.CN([CH:34]=[O:35])C. (5) Reactant: C([O:3][C:4]([C:6]1[CH:7]=[N:8][N:9]([CH:12]2[CH2:15][CH2:14][CH2:13]2)[C:10]=1[Cl:11])=[O:5])C.[Li+].[OH-]. Product: [Cl:11][C:10]1[N:9]([CH:12]2[CH2:13][CH2:14][CH2:15]2)[N:8]=[CH:7][C:6]=1[C:4]([OH:5])=[O:3]. The catalyst class is: 24. (6) Reactant: C([N:8]1[CH2:13][C:12]([C:14]2[CH:19]=[CH:18][C:17]([F:20])=[CH:16][CH:15]=2)=[C:11]([C:21]([OH:23])=[O:22])[CH2:10][CH2:9]1)C1C=CC=CC=1.Cl.[CH3:25]O. Product: [CH3:25][O:23][C:21]([CH:11]1[CH2:10][CH2:9][NH:8][CH2:13][CH:12]1[C:14]1[CH:19]=[CH:18][C:17]([F:20])=[CH:16][CH:15]=1)=[O:22]. The catalyst class is: 45.